This data is from Forward reaction prediction with 1.9M reactions from USPTO patents (1976-2016). The task is: Predict the product of the given reaction. (1) Given the reactants [CH3:1][C:2]1[CH:7]=[C:6]([CH3:8])[CH:5]=[CH:4][C:3]=1[S:9]([OH:12])(=O)=[O:10].CCN(C(C)C)C(C)C.N1C(Cl)=NC(Cl)=NC=1[Cl:24], predict the reaction product. The product is: [CH3:1][C:2]1[CH:7]=[C:6]([CH3:8])[CH:5]=[CH:4][C:3]=1[S:9]([Cl:24])(=[O:12])=[O:10]. (2) The product is: [NH2:1][C:2]1[N:3]=[C:4]([C:15]2[CH:20]=[CH:19][C:18]([Cl:21])=[CH:17][C:16]=2[Cl:22])[C:5]2[CH:10]=[C:9]([C:11](=[O:14])[CH2:12][CH3:13])[S:8][C:6]=2[N:7]=1. Given the reactants [NH2:1][C:2]1[N:3]=[C:4]([C:15]2[CH:20]=[CH:19][C:18]([Cl:21])=[CH:17][C:16]=2[Cl:22])[C:5]2[CH:10]=[C:9]([CH:11]([OH:14])[CH2:12][CH3:13])[S:8][C:6]=2[N:7]=1.CC(C)=O.OS(O)(=O)=O.O=[Cr](=O)=O, predict the reaction product. (3) Given the reactants [CH3:1][CH:2]1[CH2:7][N:6]([C:8]([O:10][C:11]([CH3:14])([CH3:13])[CH3:12])=[O:9])[CH:5]([C:15]([O:17]C)=O)[CH2:4][CH2:3]1.[CH2:19]([Mg]Br)[CH3:20].S(=O)(=O)(O)O, predict the reaction product. The product is: [OH:17][C:15]1([CH:5]2[CH2:4][CH2:3][CH:2]([CH3:1])[CH2:7][N:6]2[C:8]([O:10][C:11]([CH3:12])([CH3:13])[CH3:14])=[O:9])[CH2:20][CH2:19]1. (4) Given the reactants [CH:1]1([C:5]2[C:13]([C:14]3[NH:18][C:17]([O:19][CH3:20])=[N:16][N:15]=3)=[CH:12][C:8]([C:9](N)=[O:10])=[C:7]([CH3:21])[CH:6]=2)[CH2:4][CH2:3][CH2:2]1.N([O-])=[O:23].[Na+], predict the reaction product. The product is: [CH:1]1([C:5]2[C:13]([C:14]3[NH:18][C:17]([O:19][CH3:20])=[N:16][N:15]=3)=[CH:12][C:8]([C:9]([OH:23])=[O:10])=[C:7]([CH3:21])[CH:6]=2)[CH2:4][CH2:3][CH2:2]1. (5) Given the reactants [CH:1]1[C:6]([OH:7])=[CH:5][CH:4]=[C:3]([CH3:8])[CH:2]=1.[C:9](=O)([O-])[O-].[K+].[K+].CN(C=O)C.IC, predict the reaction product. The product is: [CH3:9][O:7][C:6]1[CH:5]=[CH:4][C:3]([CH3:8])=[CH:2][CH:1]=1.